This data is from Full USPTO retrosynthesis dataset with 1.9M reactions from patents (1976-2016). The task is: Predict the reactants needed to synthesize the given product. The reactants are: [Cl:1][C:2]1[CH:3]=[C:4]([CH:9]([C:22]([F:25])([F:24])[F:23])/[CH:10]=[CH:11]/[C:12]2[CH:20]=[CH:19][C:15]([C:16]([OH:18])=O)=[C:14]([CH3:21])[CH:13]=2)[CH:5]=[C:6]([Cl:8])[CH:7]=1.[F:26][C:27]([F:31])([F:30])[CH2:28][NH2:29].C1C=CC2N(O)N=NC=2C=1.CCN=C=NCCCN(C)C.Cl.CCN(C(C)C)C(C)C. Given the product [Cl:8][C:6]1[CH:5]=[C:4]([CH:9]([C:22]([F:25])([F:24])[F:23])/[CH:10]=[CH:11]/[C:12]2[CH:20]=[CH:19][C:15]([C:16]([NH:29][CH2:28][C:27]([F:31])([F:30])[F:26])=[O:18])=[C:14]([CH3:21])[CH:13]=2)[CH:3]=[C:2]([Cl:1])[CH:7]=1, predict the reactants needed to synthesize it.